Dataset: Forward reaction prediction with 1.9M reactions from USPTO patents (1976-2016). Task: Predict the product of the given reaction. Given the reactants [CH2:1]1[C:4]2([CH2:8][CH:7]([C:9]([O:11][CH2:12][CH3:13])=[O:10])[CH2:6][NH:5]2)[CH2:3][O:2]1.[CH3:14][C:15]([O:18][C:19](O[C:19]([O:18][C:15]([CH3:17])([CH3:16])[CH3:14])=[O:20])=[O:20])([CH3:17])[CH3:16].CCN(CC)CC, predict the reaction product. The product is: [CH2:3]1[C:4]2([CH2:8][CH:7]([C:9]([O:11][CH2:12][CH3:13])=[O:10])[CH2:6][N:5]2[C:19]([O:18][C:15]([CH3:17])([CH3:16])[CH3:14])=[O:20])[CH2:1][O:2]1.